This data is from Forward reaction prediction with 1.9M reactions from USPTO patents (1976-2016). The task is: Predict the product of the given reaction. (1) Given the reactants [CH:1](=O)[C:2]1[CH:7]=[CH:6][CH:5]=[CH:4][CH:3]=1.[C:9]1([CH:15]([CH3:18])[CH2:16][NH2:17])[CH:14]=[CH:13][CH:12]=[CH:11][CH:10]=1.CCCCCC, predict the reaction product. The product is: [CH3:18][CH:15]1[C:9]2[C:14](=[CH:13][CH:12]=[CH:11][CH:10]=2)[CH:1]([C:2]2[CH:7]=[CH:6][CH:5]=[CH:4][CH:3]=2)[NH:17][CH2:16]1. (2) The product is: [NH2:1][C:2]1[N:3]([CH3:31])[C:4](=[O:30])[C:5]([CH3:29])([CH3:28])[C@:6]([C:9]2[CH:10]=[C:11]([NH:16][CH:17]3[CH2:22][CH:21]4[CH2:23][CH:18]3[CH2:19][CH:20]4[OH:24])[CH:12]=[CH:13][C:14]=2[F:15])([CH3:8])[N:7]=1. Given the reactants [NH2:1][C:2]1[N:3]([CH3:31])[C:4](=[O:30])[C:5]([CH3:29])([CH3:28])[C@:6]([C:9]2[CH:10]=[C:11]([NH:16][CH:17]3[CH2:22][CH:21]4[CH2:23][CH:18]3[CH2:19][CH:20]4[O:24]C(=O)C)[CH:12]=[CH:13][C:14]=2[F:15])([CH3:8])[N:7]=1.[Li+].[OH-], predict the reaction product. (3) The product is: [CH2:1]([N:8]1[CH2:13][CH2:12][C:11]([C:43]2[CH:44]=[CH:45][C:40]([C:34]3[CH:39]=[CH:38][CH:37]=[CH:36][CH:35]=3)=[CH:41][CH:42]=2)([OH:14])[CH:10]([C:15]([C:28]2[CH:29]=[CH:30][CH:31]=[CH:32][CH:33]=2)([C:22]2[CH:23]=[CH:24][CH:25]=[CH:26][CH:27]=2)[O:16][SiH2:17][C:18]([CH3:21])([CH3:20])[CH3:19])[CH2:9]1)[C:2]1[CH:3]=[CH:4][CH:5]=[CH:6][CH:7]=1. Given the reactants [CH2:1]([N:8]1[CH2:13][CH2:12][C:11](=[O:14])[CH:10]([C:15]([C:28]2[CH:33]=[CH:32][CH:31]=[CH:30][CH:29]=2)([C:22]2[CH:27]=[CH:26][CH:25]=[CH:24][CH:23]=2)[O:16][SiH2:17][C:18]([CH3:21])([CH3:20])[CH3:19])[CH2:9]1)[C:2]1[CH:7]=[CH:6][CH:5]=[CH:4][CH:3]=1.[C:34]1([C:40]2[CH:45]=[CH:44][C:43]([Mg]Cl)=[CH:42][CH:41]=2)[CH:39]=[CH:38][CH:37]=[CH:36][CH:35]=1, predict the reaction product. (4) Given the reactants [Br:1][CH2:2][CH2:3][CH2:4][CH2:5][CH2:6][CH2:7][O:8][CH2:9][CH2:10][CH2:11][CH2:12][C:13]1[CH:14]=[C:15]([CH:17]=[CH:18][CH:19]=1)[NH2:16].[C:20]1([N:26]=[C:27]=[O:28])[CH:25]=[CH:24][CH:23]=[CH:22][CH:21]=1.CO, predict the reaction product. The product is: [Br:1][CH2:2][CH2:3][CH2:4][CH2:5][CH2:6][CH2:7][O:8][CH2:9][CH2:10][CH2:11][CH2:12][C:13]1[CH:14]=[C:15]([NH:16][C:27]([NH:26][C:20]2[CH:25]=[CH:24][CH:23]=[CH:22][CH:21]=2)=[O:28])[CH:17]=[CH:18][CH:19]=1. (5) Given the reactants [CH3:1][O:2][C:3](=[O:11])[CH2:4][CH2:5][CH2:6][CH2:7][C:8](=[S:10])[NH2:9].Br[CH2:13][C:14]([C:16]1[CH:21]=[CH:20][CH:19]=[CH:18][C:17]=1[O:22][CH3:23])=O, predict the reaction product. The product is: [CH3:1][O:2][C:3](=[O:11])[CH2:4][CH2:5][CH2:6][CH2:7][C:8]1[S:10][CH:13]=[C:14]([C:16]2[CH:21]=[CH:20][CH:19]=[CH:18][C:17]=2[O:22][CH3:23])[N:9]=1. (6) Given the reactants [C:1]([C:5]1[CH:13]=[C:12]([C:14]([CH3:17])([CH3:16])[CH3:15])[CH:11]=[C:7]([C:8](O)=[O:9])[C:6]=1[OH:18])([CH3:4])([CH3:3])[CH3:2].[Cl:19][C:20]1[CH:26]=[C:25]([N+:27]([O-:29])=[O:28])[CH:24]=[CH:23][C:21]=1[NH2:22], predict the reaction product. The product is: [C:1]([C:5]1[C:6]([OH:18])=[C:7]([CH:11]=[C:12]([C:14]([CH3:15])([CH3:17])[CH3:16])[CH:13]=1)[C:8]([NH:22][C:21]1[CH:23]=[CH:24][C:25]([N+:27]([O-:29])=[O:28])=[CH:26][C:20]=1[Cl:19])=[O:9])([CH3:4])([CH3:3])[CH3:2].